This data is from Catalyst prediction with 721,799 reactions and 888 catalyst types from USPTO. The task is: Predict which catalyst facilitates the given reaction. (1) Reactant: [NH2:1][C:2]1[CH:3]=[C:4]([NH:8][C:9]2[C:18]3[C:13](=[CH:14][CH:15]=[CH:16][CH:17]=3)[C:12](=[O:19])[NH:11][N:10]=2)[CH:5]=[CH:6][CH:7]=1.[CH3:20][O:21][C:22]1[CH:27]=[CH:26][C:25]([C:28]2[N:32]=[C:31]([CH2:33][CH2:34][C:35](O)=[O:36])[O:30][N:29]=2)=[CH:24][CH:23]=1.C1C=CC2N(O)N=NC=2C=1.CN(C(ON1N=NC2C=CC=NC1=2)=[N+](C)C)C.F[P-](F)(F)(F)(F)F.C(N(C(C)C)CC)(C)C. Product: [CH3:20][O:21][C:22]1[CH:23]=[CH:24][C:25]([C:28]2[N:32]=[C:31]([CH2:33][CH2:34][C:35]([NH:1][C:2]3[CH:7]=[CH:6][CH:5]=[C:4]([NH:8][C:9]4[C:18]5[C:13](=[CH:14][CH:15]=[CH:16][CH:17]=5)[C:12](=[O:19])[NH:11][N:10]=4)[CH:3]=3)=[O:36])[O:30][N:29]=2)=[CH:26][CH:27]=1. The catalyst class is: 44. (2) Reactant: C[Al](C)C.[F:5][C:6]([F:10])([F:9])[CH2:7][NH2:8].C[O:12][C:13](=O)[C:14]1[CH:19]=[CH:18][C:17]([O:20][CH2:21][C:22]2[C:23]([C:29]3[CH:34]=[CH:33][C:32]([F:35])=[C:31]([F:36])[CH:30]=3)=[N:24][O:25][C:26]=2[CH2:27][OH:28])=[N:16][CH:15]=1. Product: [F:36][C:31]1[CH:30]=[C:29]([C:23]2[C:22]([CH2:21][O:20][C:17]3[CH:18]=[CH:19][C:14]([C:13]([NH:8][CH2:7][C:6]([F:10])([F:9])[F:5])=[O:12])=[CH:15][N:16]=3)=[C:26]([CH2:27][OH:28])[O:25][N:24]=2)[CH:34]=[CH:33][C:32]=1[F:35]. The catalyst class is: 12. (3) Reactant: [Br:1][C:2]1[CH:7]=[CH:6][C:5]([OH:8])=[CH:4][C:3]=1[O:9][CH:10]([CH3:12])[CH3:11].C(=O)([O-])[O-].[K+].[K+].[CH2:19](I)[CH3:20]. Product: [Br:1][C:2]1[CH:7]=[CH:6][C:5]([O:8][CH2:19][CH3:20])=[CH:4][C:3]=1[O:9][CH:10]([CH3:12])[CH3:11]. The catalyst class is: 883. (4) Reactant: C(NC(C)C)(C)C.C([Li])CCC.[S:13]1[CH:17]=[CH:16][CH:15]=[C:14]1[C:18]([O:20][CH2:21][CH3:22])=[O:19].[CH2:23]([Sn:27](Cl)([CH2:32][CH2:33][CH2:34][CH3:35])[CH2:28][CH2:29][CH2:30][CH3:31])[CH2:24][CH2:25][CH3:26]. Product: [CH2:32]([Sn:27]([CH2:23][CH2:24][CH2:25][CH3:26])([CH2:28][CH2:29][CH2:30][CH3:31])[C:17]1[S:13][C:14]([C:18]([O:20][CH2:21][CH3:22])=[O:19])=[CH:15][CH:16]=1)[CH2:33][CH2:34][CH3:35]. The catalyst class is: 1. (5) Reactant: O.[OH-].[Li+].O.[CH3:5][N:6]([CH2:14][C:15]1[CH:20]=[CH:19][CH:18]=[C:17]([C:21]([O:23]C)=[O:22])[CH:16]=1)[C:7](=[O:13])[O:8][C:9]([CH3:12])([CH3:11])[CH3:10]. Product: [C:21]([C:17]1[CH:16]=[C:15]([CH:20]=[CH:19][CH:18]=1)[CH2:14][N:6]([CH3:5])[C:7](=[O:13])[O:8][C:9]([CH3:11])([CH3:12])[CH3:10])([OH:23])=[O:22]. The catalyst class is: 12. (6) Reactant: COC([C@@H:5]([NH:11][C:12]([O:14][CH2:15][C:16]1[CH:21]=[CH:20][CH:19]=[CH:18][CH:17]=1)=[O:13])[CH2:6][CH2:7][CH2:8][CH2:9][NH2:10])=O.Cl.[O-]S([O-])(=O)=O.[Mg+2].C(N(CC)CC)C.[CH:36](=O)[C:37]1[CH:42]=[CH:41][CH:40]=[CH:39][CH:38]=1. Product: [CH:36](=[N:10][C@@H:9]([CH2:8][CH2:7][CH2:6][CH2:5][NH:11][C:12]([O:14][CH2:15][C:16]1[CH:17]=[CH:18][CH:19]=[CH:20][CH:21]=1)=[O:13])[C:12]([O:14][CH3:15])=[O:13])[C:37]1[CH:42]=[CH:41][CH:40]=[CH:39][CH:38]=1. The catalyst class is: 2.